Dataset: Catalyst prediction with 721,799 reactions and 888 catalyst types from USPTO. Task: Predict which catalyst facilitates the given reaction. (1) Reactant: [Br:1][C:2]1[NH:11][C:5]2[N:6]=[CH:7][N:8]=[C:9](Cl)[C:4]=2[CH:3]=1.[C:12]1([CH:19]=[CH:18][CH:17]=[C:15]([OH:16])[CH:14]=1)[OH:13].C(N(C(C)C)CC)(C)C. Product: [Br:1][C:2]1[NH:11][C:5]2[N:6]=[CH:7][N:8]=[C:9]([O:13][C:12]3[CH:19]=[CH:18][CH:17]=[C:15]([OH:16])[CH:14]=3)[C:4]=2[CH:3]=1. The catalyst class is: 12. (2) Reactant: [C:1]([O:5]C(N1C2C(=CC=CC=2)C[C@H]1C(OC1C=C2C(=CC=1)NC(CC(C(O)=O)(C)C)=C2SC(C)(C)C)CC1C=CC(C2N=NC(OC)=CC=2)=CC=1)=O)(C)(C)[CH3:2].C(O)(C(F)(F)F)=O.[CH2:62]([O:64][C:65](=[O:110])[C:66]([CH3:109])([CH3:108])[CH2:67][C:68]1[N:69]([CH2:93][C:94]2[CH:99]=[CH:98][C:97]([C:100]3[N:101]=[N:102][C:103]([O:106][CH3:107])=[CH:104][CH:105]=3)=[CH:96][CH:95]=2)[C:70]2[C:75]([C:76]=1[S:77][C:78]([CH3:81])([CH3:80])[CH3:79])=[CH:74][C:73]([O:82][CH2:83][C@@H:84]1[CH2:92][C:91]3[C:86](=[CH:87][CH:88]=[CH:89][CH:90]=3)[NH:85]1)=[CH:72][CH:71]=2)[CH3:63].C(N(C(C)C)CC)(C)C.C(OC(=O)C)(=O)C. Product: [CH2:62]([O:64][C:65](=[O:110])[C:66]([CH3:109])([CH3:108])[CH2:67][C:68]1[N:69]([CH2:93][C:94]2[CH:99]=[CH:98][C:97]([C:100]3[N:101]=[N:102][C:103]([O:106][CH3:107])=[CH:104][CH:105]=3)=[CH:96][CH:95]=2)[C:70]2[C:75]([C:76]=1[S:77][C:78]([CH3:80])([CH3:81])[CH3:79])=[CH:74][C:73]([O:82][CH2:83][C@@H:84]1[CH2:92][C:91]3[C:86](=[CH:87][CH:88]=[CH:89][CH:90]=3)[N:85]1[C:1](=[O:5])[CH3:2])=[CH:72][CH:71]=2)[CH3:63]. The catalyst class is: 2. (3) Reactant: [Cu][C:2]#[N:3].[I-].[K+].Br[C:7]1[CH:12]=[CH:11][C:10]([C:13]2[CH:18]=[CH:17][CH:16]=[CH:15][CH:14]=2)=[C:9]([F:19])[CH:8]=1. Product: [F:19][C:9]1[CH:8]=[C:7]([C:2]#[N:3])[CH:12]=[CH:11][C:10]=1[C:13]1[CH:14]=[CH:15][CH:16]=[CH:17][CH:18]=1. The catalyst class is: 17. (4) Reactant: [O:1]([C:8]1[CH:13]=[CH:12][C:11]([C:14]2[C:22]3[C:17](=[N:18][CH:19]=[N:20][C:21]=3[NH2:23])[NH:16][N:15]=2)=[CH:10][CH:9]=1)[C:2]1[CH:7]=[CH:6][CH:5]=[CH:4][CH:3]=1.CS(O[CH:29]1[CH2:32][C:31]([C:38]([O:40][CH2:41][CH3:42])=[O:39])([C:33]([O:35][CH2:36][CH3:37])=[O:34])[CH2:30]1)(=O)=O.C(=O)([O-])[O-].[Cs+].[Cs+].O. Product: [NH2:23][C:21]1[N:20]=[CH:19][N:18]=[C:17]2[N:16]([CH:29]3[CH2:30][C:31]([C:33]([O:35][CH2:36][CH3:37])=[O:34])([C:38]([O:40][CH2:41][CH3:42])=[O:39])[CH2:32]3)[N:15]=[C:14]([C:11]3[CH:12]=[CH:13][C:8]([O:1][C:2]4[CH:7]=[CH:6][CH:5]=[CH:4][CH:3]=4)=[CH:9][CH:10]=3)[C:22]=12. The catalyst class is: 9. (5) Reactant: [NH2:1][C:2]1[CH:7]=[CH:6][C:5]([CH2:8][CH2:9][C:10]2[N:11]=[C:12]([NH:26][C:27](=[O:29])[CH3:28])[S:13][C:14]=2[CH2:15][C:16]2[CH:21]=[CH:20][CH:19]=[C:18]([S:22]([CH3:25])(=[O:24])=[O:23])[CH:17]=2)=[CH:4][CH:3]=1.[C:30]([O:34][C:35]([NH:37][C:38](N1C=CC=N1)=[N:39][C:40]([O:42][C:43]([CH3:46])([CH3:45])[CH3:44])=[O:41])=[O:36])([CH3:33])([CH3:32])[CH3:31]. Product: [C:30]([O:34][C:35](=[O:36])[NH:37][CH:38]([NH:1][C:2]1[CH:3]=[CH:4][C:5]([CH2:8][CH2:9][C:10]2[N:11]=[C:12]([NH:26][C:27](=[O:29])[CH3:28])[S:13][C:14]=2[CH2:15][C:16]2[CH:21]=[CH:20][CH:19]=[C:18]([S:22]([CH3:25])(=[O:24])=[O:23])[CH:17]=2)=[CH:6][CH:7]=1)[NH:39][C:40](=[O:41])[O:42][C:43]([CH3:46])([CH3:45])[CH3:44])([CH3:33])([CH3:31])[CH3:32]. The catalyst class is: 1. (6) Reactant: [Cl:1][C:2]1[N:7]=[C:6](Cl)[C:5]([CH3:9])=[C:4]([CH3:10])[N:3]=1.C[CH2:12][N:13](C(C)C)[CH:14](C)C.CNC. Product: [Cl:1][C:2]1[N:7]=[C:6]([N:13]([CH3:14])[CH3:12])[C:5]([CH3:9])=[C:4]([CH3:10])[N:3]=1. The catalyst class is: 41.